Dataset: Full USPTO retrosynthesis dataset with 1.9M reactions from patents (1976-2016). Task: Predict the reactants needed to synthesize the given product. (1) Given the product [ClH:20].[Cl:20][C:21]1[S:29][C:28]2[CH2:27][CH2:26][N:25]([CH2:2][CH2:3][CH2:4][CH2:5][CH2:6][CH2:7][C:8]3([CH2:18][CH3:19])[C:16]4[C:11](=[CH:12][CH:13]=[CH:14][CH:15]=4)[NH:10][C:9]3=[O:17])[CH2:24][C:23]=2[CH:22]=1, predict the reactants needed to synthesize it. The reactants are: Br[CH2:2][CH2:3][CH2:4][CH2:5][CH2:6][CH2:7][C:8]1([CH2:18][CH3:19])[C:16]2[C:11](=[CH:12][CH:13]=[CH:14][CH:15]=2)[NH:10][C:9]1=[O:17].[Cl:20][C:21]1[S:29][C:28]2[CH2:27][CH2:26][NH:25][CH2:24][C:23]=2[CH:22]=1. (2) The reactants are: C(=O)([O-])[O-].[Cs+].[Cs+].[NH2:7][C:8]1[CH:9]=[CH:10][C:11]2[N:15]=[C:14]([S:16][CH2:17][CH2:18][CH2:19][NH:20][C:21](=[O:27])[O:22][C:23]([CH3:26])([CH3:25])[CH3:24])[N:13]([CH2:28][CH:29]=[C:30]([CH3:32])[CH3:31])[C:12]=2[CH:33]=1.[C:34](Br)(=[O:41])[C:35]1[CH:40]=[CH:39][CH:38]=[CH:37][CH:36]=1. Given the product [C:34]([NH:7][C:8]1[CH:9]=[CH:10][C:11]2[N:15]=[C:14]([S:16][CH2:17][CH2:18][CH2:19][NH:20][C:21](=[O:27])[O:22][C:23]([CH3:24])([CH3:25])[CH3:26])[N:13]([CH2:28][CH:29]=[C:30]([CH3:32])[CH3:31])[C:12]=2[CH:33]=1)(=[O:41])[C:35]1[CH:40]=[CH:39][CH:38]=[CH:37][CH:36]=1, predict the reactants needed to synthesize it. (3) Given the product [Cl:10][C:11]1[CH:12]=[CH:13][C:14]([NH:19][C:18]([C:20]2[C:29]3[C:24](=[CH:25][CH:26]=[CH:27][CH:28]=3)[CH:23]=[CH:22][CH:21]=2)=[O:17])=[C:15]([C:16]([N:33]([CH2:34][CH:35]2[O:39][CH2:38][CH2:37][O:36]2)[CH3:32])=[O:30])[CH:31]=1, predict the reactants needed to synthesize it. The reactants are: C(N(C(C)C)CC)(C)C.[Cl:10][C:11]1[CH:12]=[CH:13][C:14]2[N:19]=[C:18]([C:20]3[C:29]4[C:24](=[CH:25][CH:26]=[CH:27][CH:28]=4)[CH:23]=[CH:22][CH:21]=3)[O:17][C:16](=[O:30])[C:15]=2[CH:31]=1.[CH3:32][NH:33][CH2:34][CH:35]1[O:39][CH2:38][CH2:37][O:36]1. (4) Given the product [O:23]=[C:14]1[C:15]2[C:20](=[CH:19][CH:18]=[CH:17][CH:16]=2)[C:21](=[O:22])[N:13]1[CH2:12][C:11]1[CH:24]=[CH:25][CH:26]=[CH:27][C:10]=1[CH2:9][O:8][C:7]1[CH:6]=[C:5]([CH3:28])[N:4]([CH2:31][C:32]2[CH:33]=[CH:34][C:35]([O:40][CH3:41])=[C:36]([CH:39]=2)[C:37]#[N:38])[C:3](=[O:29])[C:2]=1[I:1], predict the reactants needed to synthesize it. The reactants are: [I:1][C:2]1[C:3](=[O:29])[NH:4][C:5]([CH3:28])=[CH:6][C:7]=1[O:8][CH2:9][C:10]1[CH:27]=[CH:26][CH:25]=[CH:24][C:11]=1[CH2:12][N:13]1[C:21](=[O:22])[C:20]2[C:15](=[CH:16][CH:17]=[CH:18][CH:19]=2)[C:14]1=[O:23].Br[CH2:31][C:32]1[CH:33]=[CH:34][C:35]([O:40][CH3:41])=[C:36]([CH:39]=1)[C:37]#[N:38].[H-].[Na+]. (5) Given the product [N:1]1([CH2:6][C:7]2[CH:12]=[CH:11][C:10]([C:13]3[CH:17]=[C:16]([CH2:18][CH:19]([CH3:21])[CH3:20])[S:15][C:14]=3[S:22]([NH2:25])(=[O:23])=[O:24])=[CH:9][CH:8]=2)[CH:5]=[N:4][CH:3]=[N:2]1, predict the reactants needed to synthesize it. The reactants are: [N:1]1([CH2:6][C:7]2[CH:12]=[CH:11][C:10]([C:13]3[CH:17]=[C:16]([CH2:18][CH:19]([CH3:21])[CH3:20])[S:15][C:14]=3[S:22]([NH:25]C(C)(C)C)(=[O:24])=[O:23])=[CH:9][CH:8]=2)[CH:5]=[N:4][CH:3]=[N:2]1.B(Cl)(Cl)Cl. (6) Given the product [F:24][C:25]1[CH:30]=[CH:29][C:28]([F:31])=[CH:27][C:26]=1[CH2:32][C:33]([N:8]1[C:9]2[C:5](=[C:4]([F:3])[C:12]([C:13]3[C:21]4[C:20]([NH2:22])=[N:19][CH:18]=[N:17][C:16]=4[N:15]([CH3:23])[CH:14]=3)=[CH:11][CH:10]=2)[CH2:6][CH2:7]1)=[O:34], predict the reactants needed to synthesize it. The reactants are: Cl.Cl.[F:3][C:4]1[C:12]([C:13]2[C:21]3[C:20]([NH2:22])=[N:19][CH:18]=[N:17][C:16]=3[N:15]([CH3:23])[CH:14]=2)=[CH:11][CH:10]=[C:9]2[C:5]=1[CH2:6][CH2:7][NH:8]2.[F:24][C:25]1[CH:30]=[CH:29][C:28]([F:31])=[CH:27][C:26]=1[CH2:32][C:33](O)=[O:34].CN(C(ON1N=NC2C=CC=NC1=2)=[N+](C)C)C.F[P-](F)(F)(F)(F)F.CCN(C(C)C)C(C)C.